This data is from Forward reaction prediction with 1.9M reactions from USPTO patents (1976-2016). The task is: Predict the product of the given reaction. (1) Given the reactants [C:1]([O:8][CH2:9][CH3:10])(=[O:7])[C:2](OCC)=O.[CH2:11]([O:18][CH2:19][C:20]([O:22]CC)=O)[C:12]1[CH:17]=[CH:16][CH:15]=[CH:14][CH:13]=1.[H-].[Na+].Br.[CH:28]([N:31]1[CH2:35][CH2:34][N:33]=[C:32]1[NH2:36])([CH3:30])[CH3:29], predict the reaction product. The product is: [CH2:11]([O:18][C:19]1[C:20](=[O:22])[N:33]2[CH2:34][CH2:35][N:31]([CH:28]([CH3:30])[CH3:29])[C:32]2=[N:36][C:2]=1[C:1]([O:8][CH2:9][CH3:10])=[O:7])[C:12]1[CH:13]=[CH:14][CH:15]=[CH:16][CH:17]=1. (2) Given the reactants [Cl:1][C:2]1[CH:7]=[CH:6][CH:5]=[CH:4][C:3]=1[C:8]1[C:18](I)=[C:11]2[N:12]=[C:13]([CH3:17])[NH:14][C:15](=[O:16])[N:10]2[N:9]=1.[Cl:20][C:21]1[CH:26]=[CH:25][C:24](B(O)O)=[CH:23][CH:22]=1.C([O-])([O-])=O.[Na+].[Na+], predict the reaction product. The product is: [Cl:1][C:2]1[CH:7]=[CH:6][CH:5]=[CH:4][C:3]=1[C:8]1[C:18]([C:24]2[CH:25]=[CH:26][C:21]([Cl:20])=[CH:22][CH:23]=2)=[C:11]2[N:12]=[C:13]([CH3:17])[NH:14][C:15](=[O:16])[N:10]2[N:9]=1. (3) Given the reactants C[C:2]1[C:24]2[NH:25][C:4](=[CH:5][C:6]3[NH:10][C:9]([CH:11]=[C:12]4[N:16]=[C:15]([CH:17]=[C:18]5[N:22]=[C:21]([CH:23]=2)[C:20](C)=[C:19]5CCC([O-])=O)[C:14](CCC([O-])=O)=[C:13]4C)=[C:8](C=C)[C:7]=3C)[C:3]=1C=C.[Na+].[Na+].C(N)(=O)C=C.N(C(C)(C)C#N)=NC(C)(C)C#N.CO, predict the reaction product. The product is: [C:6]12[CH:5]=[C:4]3[N:25]=[C:24]([CH:2]=[CH:3]3)[CH:23]=[C:21]3[NH:22][C:18]([CH:19]=[CH:20]3)=[CH:17][C:15]3=[N:16][C:12]([CH:13]=[CH:14]3)=[CH:11][C:9]([NH:10]1)=[CH:8][CH:7]=2. (4) Given the reactants [NH2:1][C:2]1[CH:19]=[CH:18][C:5]([CH2:6][C:7]2[CH:12]=[CH:11][N:10]=[C:9]3[NH:13][CH:14]=[C:15]([C:16]#[N:17])[C:8]=23)=[C:4]([F:20])[CH:3]=1.Cl[C:22]1[CH:27]=[C:26]([C:28]([F:31])([F:30])[F:29])[N:25]=[C:24]([NH2:32])[N:23]=1.Cl.[OH-].[Na+], predict the reaction product. The product is: [NH2:32][C:24]1[N:23]=[C:22]([NH:1][C:2]2[CH:19]=[CH:18][C:5]([CH2:6][C:7]3[CH:12]=[CH:11][N:10]=[C:9]4[NH:13][CH:14]=[C:15]([C:16]#[N:17])[C:8]=34)=[C:4]([F:20])[CH:3]=2)[CH:27]=[C:26]([C:28]([F:31])([F:29])[F:30])[N:25]=1. (5) Given the reactants Cl.Cl.[CH:3]1([C:9]2[N:10]=[N:11][C:12]([O:28][CH:29]3[CH2:34][CH2:33][NH:32][CH2:31][CH2:30]3)=[CH:13][C:14]=2[C:15]2[CH:20]=[CH:19][C:18]([O:21][CH:22]3[CH2:27][CH2:26][CH2:25][CH2:24][CH2:23]3)=[CH:17][CH:16]=2)[CH2:8][CH2:7][CH2:6][CH2:5][CH2:4]1.C=O.[C:37](O[BH-](OC(=O)C)OC(=O)C)(=O)C, predict the reaction product. The product is: [CH:3]1([C:9]2[N:10]=[N:11][C:12]([O:28][CH:29]3[CH2:30][CH2:31][N:32]([CH3:37])[CH2:33][CH2:34]3)=[CH:13][C:14]=2[C:15]2[CH:20]=[CH:19][C:18]([O:21][CH:22]3[CH2:27][CH2:26][CH2:25][CH2:24][CH2:23]3)=[CH:17][CH:16]=2)[CH2:4][CH2:5][CH2:6][CH2:7][CH2:8]1. (6) Given the reactants [CH2:1]([O:3][C:4]1[C:11]([C:12]2[S:13][CH:14]=[CH:15][CH:16]=2)=[CH:10][C:7]([CH:8]=O)=[C:6]([O:17][CH3:18])[CH:5]=1)[CH3:2].[C:19]([C:22]1[CH:30]=[CH:29][C:25]([C:26]([OH:28])=[O:27])=[CH:24][CH:23]=1)(=[O:21])[CH3:20], predict the reaction product. The product is: [CH2:1]([O:3][C:4]1[C:11]([C:12]2[S:13][CH:14]=[CH:15][CH:16]=2)=[CH:10][C:7](/[CH:8]=[CH:20]/[C:19]([C:22]2[CH:30]=[CH:29][C:25]([C:26]([OH:28])=[O:27])=[CH:24][CH:23]=2)=[O:21])=[C:6]([O:17][CH3:18])[CH:5]=1)[CH3:2]. (7) Given the reactants [OH:1][CH2:2][C@:3]1([C:32]([O:34]C)=[O:33])[CH2:7][CH2:6][CH2:5][C@H:4]1[N:8]([CH3:31])[S:9]([C:12]1[CH:17]=[CH:16][C:15]([O:18][CH2:19][C:20]2[C:29]3[C:24](=[CH:25][CH:26]=[CH:27][CH:28]=3)[N:23]=[C:22]([CH3:30])[CH:21]=2)=[CH:14][CH:13]=1)(=[O:11])=[O:10].[OH-].[Na+].Cl.[CH2:39](N(CC)CC)C, predict the reaction product. The product is: [CH3:39][C@@:4]1([N:8]([CH3:31])[S:9]([C:12]2[CH:13]=[CH:14][C:15]([O:18][CH2:19][C:20]3[C:29]4[C:24](=[CH:25][CH:26]=[CH:27][CH:28]=4)[N:23]=[C:22]([CH3:30])[CH:21]=3)=[CH:16][CH:17]=2)(=[O:11])=[O:10])[CH2:5][CH2:6][CH2:7][C@:3]1([CH2:2][OH:1])[C:32]([OH:34])=[O:33].